This data is from Forward reaction prediction with 1.9M reactions from USPTO patents (1976-2016). The task is: Predict the product of the given reaction. (1) Given the reactants [Cl:1][C:2]1[C:3]([O:15][CH3:16])=[CH:4][C:5]([N+:12]([O-:14])=[O:13])=[C:6]([NH:8]C(=O)C)[CH:7]=1, predict the reaction product. The product is: [Cl:1][C:2]1[C:3]([O:15][CH3:16])=[CH:4][C:5]([N+:12]([O-:14])=[O:13])=[C:6]([CH:7]=1)[NH2:8]. (2) Given the reactants Cl.C([O:6][C:7]([C:9]1([C:12]2[CH:17]=[CH:16][C:15]([NH:18]C(OC(C)(C)C)=O)=[CH:14][CH:13]=2)[CH2:11][CH2:10]1)=[O:8])(C)(C)C, predict the reaction product. The product is: [NH2:18][C:15]1[CH:14]=[CH:13][C:12]([C:9]2([C:7]([OH:8])=[O:6])[CH2:11][CH2:10]2)=[CH:17][CH:16]=1. (3) The product is: [Br:1][C:2]1[S:11][C:10]2[S:9][C:8]3[CH:12]=[CH:13][CH:14]=[CH:15][C:7]=3[NH:6][C:5](=[S:26])[C:4]=2[CH:3]=1. Given the reactants [Br:1][C:2]1[S:11][C:10]2[S:9][C:8]3[CH:12]=[CH:13][CH:14]=[CH:15][C:7]=3[NH:6][C:5](=O)[C:4]=2[CH:3]=1.COC1C=CC(P2(SP(C3C=CC(OC)=CC=3)(=S)S2)=[S:26])=CC=1, predict the reaction product. (4) Given the reactants Cl.[NH2:2][C@@H:3]1[CH2:5][C@H:4]1[C:6]1[CH:7]=[C:8]([C:12]([N:14]2[CH2:18][CH2:17][CH2:16][CH2:15]2)=[O:13])[CH:9]=[CH:10][CH:11]=1.C(=O)([O-])O.[Na+].[CH:24]1([CH:27]=O)[CH2:26][CH2:25]1.[BH4-].[Na+].[C:39](O[C:39]([O:41][C:42]([CH3:45])([CH3:44])[CH3:43])=[O:40])([O:41][C:42]([CH3:45])([CH3:44])[CH3:43])=[O:40], predict the reaction product. The product is: [CH:24]1([CH2:27][N:2]([C@@H:3]2[CH2:5][C@H:4]2[C:6]2[CH:11]=[CH:10][CH:9]=[C:8]([C:12]([N:14]3[CH2:15][CH2:16][CH2:17][CH2:18]3)=[O:13])[CH:7]=2)[C:39](=[O:40])[O:41][C:42]([CH3:43])([CH3:44])[CH3:45])[CH2:26][CH2:25]1. (5) Given the reactants [C:1]([Si:5]([O:18][C@@H:19]1[C@:24]2([CH3:25])[C@@H:22]([O:23]2)[CH2:21][CH2:20]1)([C:12]1[CH:17]=[CH:16][CH:15]=[CH:14][CH:13]=1)[C:6]1[CH:11]=[CH:10][CH:9]=[CH:8][CH:7]=1)([CH3:4])([CH3:3])[CH3:2].[N-:26]=[N+:27]=[N-:28].[Na+].CN(C=O)C.Cl([O-])(=O)(=O)=O.[Li+], predict the reaction product. The product is: [N:26]([C@@H:22]1[CH2:21][CH2:20][C@H:19]([O:18][Si:5]([C:1]([CH3:2])([CH3:4])[CH3:3])([C:6]2[CH:7]=[CH:8][CH:9]=[CH:10][CH:11]=2)[C:12]2[CH:17]=[CH:16][CH:15]=[CH:14][CH:13]=2)[C@@:24]1([CH3:25])[OH:23])=[N+:27]=[N-:28]. (6) Given the reactants [CH3:1][C:2]1[CH:9]=[CH:8][C:7]([N+:10]([O-])=O)=[CH:6][C:3]=1[C:4]#[N:5], predict the reaction product. The product is: [NH2:10][C:7]1[CH:8]=[CH:9][C:2]([CH3:1])=[C:3]([CH:6]=1)[C:4]#[N:5].